The task is: Predict the reactants needed to synthesize the given product.. This data is from Full USPTO retrosynthesis dataset with 1.9M reactions from patents (1976-2016). (1) Given the product [Si:23]([O:22][CH2:21][CH2:20][O:19][C:15]1[C:14]([CH3:30])=[CH:13][C:12]([C:7]2[NH:6][C:5](=[O:31])[C:4]3[C:9](=[CH:10][CH:11]=[C:2]([CH:32]=[CH2:33])[CH:3]=3)[N:8]=2)=[CH:17][C:16]=1[CH3:18])([C:26]([CH3:29])([CH3:27])[CH3:28])([CH3:25])[CH3:24], predict the reactants needed to synthesize it. The reactants are: Br[C:2]1[CH:3]=[C:4]2[C:9](=[CH:10][CH:11]=1)[N:8]=[C:7]([C:12]1[CH:17]=[C:16]([CH3:18])[C:15]([O:19][CH2:20][CH2:21][O:22][Si:23]([C:26]([CH3:29])([CH3:28])[CH3:27])([CH3:25])[CH3:24])=[C:14]([CH3:30])[CH:13]=1)[NH:6][C:5]2=[O:31].[CH:32]([Sn](CCCC)(CCCC)CCCC)=[CH2:33]. (2) Given the product [C:3]([NH:6][C:7]1[CH:12]=[C:11]([C:26]2[CH:31]=[CH:30][C:29]([Si:32]([CH3:39])([CH3:40])[C:33]3[CH:38]=[CH:37][CH:36]=[CH:35][CH:34]=3)=[C:28]([F:41])[C:27]=2[CH3:42])[N:10]=[C:9]([C:14]([O:16][CH3:17])=[O:15])[C:8]=1[Cl:18])(=[O:5])[CH3:4], predict the reactants needed to synthesize it. The reactants are: [F-].[K+].[C:3]([NH:6][C:7]1[CH:12]=[C:11](Cl)[N:10]=[C:9]([C:14]([O:16][CH3:17])=[O:15])[C:8]=1[Cl:18])(=[O:5])[CH3:4].CC1(C)COB([C:26]2[CH:31]=[CH:30][C:29]([Si:32]([CH3:40])([CH3:39])[C:33]3[CH:38]=[CH:37][CH:36]=[CH:35][CH:34]=3)=[C:28]([F:41])[C:27]=2[CH3:42])OC1.C(#N)C.